Dataset: Peptide-MHC class I binding affinity with 185,985 pairs from IEDB/IMGT. Task: Regression. Given a peptide amino acid sequence and an MHC pseudo amino acid sequence, predict their binding affinity value. This is MHC class I binding data. (1) The peptide sequence is EVVGSYIRY. The MHC is HLA-B18:01 with pseudo-sequence HLA-B18:01. The binding affinity (normalized) is 0.0847. (2) The peptide sequence is STGPLHGCK. The binding affinity (normalized) is 0.0847. The MHC is HLA-B44:02 with pseudo-sequence HLA-B44:02. (3) The peptide sequence is KLDFIRNTK. The MHC is HLA-B15:01 with pseudo-sequence HLA-B15:01. The binding affinity (normalized) is 0.0847. (4) The peptide sequence is ALPDTVAPV. The MHC is HLA-A02:01 with pseudo-sequence HLA-A02:01. The binding affinity (normalized) is 0.796.